This data is from Full USPTO retrosynthesis dataset with 1.9M reactions from patents (1976-2016). The task is: Predict the reactants needed to synthesize the given product. (1) Given the product [CH3:14][C:4]1[CH:3]=[C:2]([C:20]#[C:19][Si:16]([CH3:18])([CH3:17])[CH3:15])[CH:13]=[CH:12][C:5]=1[CH2:6][O:7][Si:8]([CH3:11])([CH3:10])[CH3:9], predict the reactants needed to synthesize it. The reactants are: Br[C:2]1[CH:13]=[CH:12][C:5]([CH2:6][O:7][Si:8]([CH3:11])([CH3:10])[CH3:9])=[C:4]([CH3:14])[CH:3]=1.[CH3:15][Si:16]([C:19]#[CH:20])([CH3:18])[CH3:17]. (2) Given the product [CH2:1]([NH:3][C:4]1[S:5][CH:6]2[O:12][CH:11]([C@@H:13]([OH:22])[CH2:14][CH2:15][C:16]3[CH:17]=[CH:18][CH:19]=[CH:20][CH:21]=3)[CH:10]([OH:23])[CH:9]([OH:24])[CH:7]2[N:8]=1)[CH3:2], predict the reactants needed to synthesize it. The reactants are: [CH2:1]([NH:3][C:4]1[S:5][C@H:6]2[O:12][C@H:11]([C:13](=[O:22])[CH2:14][CH2:15][C:16]3[CH:21]=[CH:20][CH:19]=[CH:18][CH:17]=3)[C@@H:10]([OH:23])[C@H:9]([OH:24])[C@H:7]2[N:8]=1)[CH3:2].[BH4-].[Na+]. (3) Given the product [Br:1][C:2]1[C:3]([Cl:19])=[CH:4][CH:5]=[C:6]2[C:10]=1[NH:9][C:8]([CH3:11])=[C:7]2[CH2:12][CH2:13][CH2:14][OH:15], predict the reactants needed to synthesize it. The reactants are: [Br:1][C:2]1[C:3]([Cl:19])=[CH:4][CH:5]=[C:6]2[C:10]=1[NH:9][C:8]([CH3:11])=[C:7]2[CH2:12][CH2:13][C:14](OCC)=[O:15].B.C1COCC1. (4) Given the product [CH:1]([C:4]1[CH:14]=[CH:13][CH:12]=[C:11]([CH:15]([CH3:17])[CH3:16])[C:5]=1[O:6][CH2:7][C:8]([NH:19][NH2:20])=[O:9])([CH3:3])[CH3:2], predict the reactants needed to synthesize it. The reactants are: [CH:1]([C:4]1[CH:14]=[CH:13][CH:12]=[C:11]([CH:15]([CH3:17])[CH3:16])[C:5]=1[O:6][CH2:7][C:8]([O-])=[O:9])([CH3:3])[CH3:2].O.[NH2:19][NH2:20].